This data is from Cav3 T-type calcium channel HTS with 100,875 compounds. The task is: Binary Classification. Given a drug SMILES string, predict its activity (active/inactive) in a high-throughput screening assay against a specified biological target. The molecule is O=C(N1CCN(CC1)c1nnc(c2c1cccc2)c1ccc(cc1)C)COc1ccc(cc1)C. The result is 1 (active).